Predict which catalyst facilitates the given reaction. From a dataset of Catalyst prediction with 721,799 reactions and 888 catalyst types from USPTO. Reactant: [OH-].[Na+].CO.[Cl:5][C:6]1[S:17][C:9]2[NH:10][C:11]([C:13]([O:15]C)=[O:14])=[CH:12][C:8]=2[CH:7]=1. Product: [Cl:5][C:6]1[S:17][C:9]2[NH:10][C:11]([C:13]([OH:15])=[O:14])=[CH:12][C:8]=2[CH:7]=1. The catalyst class is: 6.